This data is from Full USPTO retrosynthesis dataset with 1.9M reactions from patents (1976-2016). The task is: Predict the reactants needed to synthesize the given product. (1) Given the product [CH3:10][C:3]1([CH2:2][NH:1][C:23](=[O:24])[C:22]2[CH:26]=[CH:27][C:19]([CH2:18][N:17]3[C:16]4[CH:28]=[CH:29][CH:30]=[CH:31][C:15]=4[N:14]=[C:13]3[S:12][CH3:11])=[CH:20][CH:21]=2)[C:4](=[O:9])[NH:5][C:6](=[O:8])[NH:7]1, predict the reactants needed to synthesize it. The reactants are: [NH2:1][CH2:2][C:3]1([CH3:10])[NH:7][C:6](=[O:8])[NH:5][C:4]1=[O:9].[CH3:11][S:12][C:13]1[N:17]([CH2:18][C:19]2[CH:27]=[CH:26][C:22]([C:23](O)=[O:24])=[CH:21][CH:20]=2)[C:16]2[CH:28]=[CH:29][CH:30]=[CH:31][C:15]=2[N:14]=1.N1CC(=O)NC1=O.C(O)(C(F)(F)F)=O. (2) Given the product [N:17]1[C:9]([NH2:8])=[C:10]2[C:14]([N:13]=[CH:12][NH:11]2)=[N:15][CH:16]=1.[CH:25]1[CH:26]=[CH:27][C:28]([CH2:31][C@H:32]([NH2:47])[C:33]([NH:35][C@H:36]([C:44]([NH2:46])=[O:45])[CH2:37][C:38]2[CH:43]=[CH:42][CH:41]=[CH:40][CH:39]=2)=[O:34])=[CH:29][CH:30]=1, predict the reactants needed to synthesize it. The reactants are: C([N:8](C(OC(C)(C)C)=O)[C:9]1[N:17]=[CH:16][N:15]=[C:14]2[C:10]=1[NH:11][CH:12]=[N:13]2)(OC(C)(C)C)=O.[CH:25]1[CH:26]=[CH:27][C:28]([CH2:31][C@H:32]([NH2:47])[C:33]([NH:35][C@H:36]([C:44]([NH2:46])=[O:45])[CH2:37][C:38]2[CH:39]=[CH:40][CH:41]=[CH:42][CH:43]=2)=[O:34])=[CH:29][CH:30]=1. (3) The reactants are: [CH3:1][O:2][C:3]([CH:5]=P(C1C=CC=CC=1)(C1C=CC=CC=1)C1C=CC=CC=1)=[O:4].[OH:25][C:26]([C:45]([O:47][CH3:48])=[O:46])([CH2:33][CH2:34][CH2:35][CH2:36][CH2:37][CH2:38][CH2:39][CH2:40][CH2:41][CH2:42][CH2:43][CH3:44])[C:27](=O)[C:28]([O:30][CH3:31])=[O:29]. Given the product [OH:25][C:26]([C:45]([O:47][CH3:48])=[O:46])([CH2:33][CH2:34][CH2:35][CH2:36][CH2:37][CH2:38][CH2:39][CH2:40][CH2:41][CH2:42][CH2:43][CH3:44])/[C:27](/[C:28]([O:30][CH3:31])=[O:29])=[CH:5]/[C:3]([O:2][CH3:1])=[O:4], predict the reactants needed to synthesize it. (4) Given the product [CH:1]1([NH:4][C:15](=[O:16])[C@@H:14]([OH:18])[C@@H:13]([NH:12][C:10]([O:9][C:5]([CH3:8])([CH3:7])[CH3:6])=[O:11])[CH2:19][CH2:20][CH3:21])[CH2:3][CH2:2]1, predict the reactants needed to synthesize it. The reactants are: [CH:1]1([NH2:4])[CH2:3][CH2:2]1.[C:5]([O:9][C:10]([NH:12][C@@H:13]([CH2:19][CH2:20][CH3:21])[C@H:14]([OH:18])[C:15](O)=[O:16])=[O:11])([CH3:8])([CH3:7])[CH3:6].C1C=C2N=NN(O)C2=CC=1.O.CCN=C=NCCCN(C)C.Cl.C([O-])(O)=O.[Na+]. (5) Given the product [Cl:3][C:13]1[CH:12]=[CH:11][N:10]=[C:9]2[CH:8]=[CH:7][S:6][C:14]=12, predict the reactants needed to synthesize it. The reactants are: O=P(Cl)(Cl)[Cl:3].[S:6]1[C:14]2[C:9](=[N:10][CH:11]=[CH:12][C:13]=2O)[CH:8]=[CH:7]1.[NH4+].[OH-]. (6) Given the product [CH2:15]([S:14][C:5]1[C:4]([C:26]([O:27][CH2:22][CH3:23])=[O:2])=[CH:9][CH:8]=[C:7]([C:10]([F:13])([F:12])[F:11])[N:6]=1)[CH3:16], predict the reactants needed to synthesize it. The reactants are: [C]=[O:2].Br[C:4]1[C:5]([S:14][CH2:15][CH3:16])=[N:6][C:7]([C:10]([F:13])([F:12])[F:11])=[CH:8][CH:9]=1.CCN([CH2:22][CH3:23])CC.O.C[CH2:26][OH:27]. (7) Given the product [C:29]([C:28]1[CH:31]=[C:32]([C:2]2[N:7]=[CH:6][N:5]=[C:4]([NH:8][C:9]3[CH:14]=[CH:13][C:12]([NH:15][C:16](=[O:19])[CH:17]=[CH2:18])=[CH:11][CH:10]=3)[N:3]=2)[CH:33]=[CH:34][C:27]=1[O:26][CH:23]1[CH2:24][CH2:25][O:20][CH2:21][CH2:22]1)#[N:30], predict the reactants needed to synthesize it. The reactants are: Cl[C:2]1[N:7]=[CH:6][N:5]=[C:4]([NH:8][C:9]2[CH:14]=[CH:13][C:12]([NH:15][C:16](=[O:19])[CH:17]=[CH2:18])=[CH:11][CH:10]=2)[N:3]=1.[O:20]1[CH2:25][CH2:24][CH:23]([O:26][C:27]2[CH:34]=[CH:33][C:32](B3OC(C)(C)C(C)(C)O3)=[CH:31][C:28]=2[C:29]#[N:30])[CH2:22][CH2:21]1.C1(P(C2C=CC=CC=2)C2C=CC=CC=2)C=CC=CC=1.C(=O)([O-])[O-].[Na+].[Na+].